From a dataset of Catalyst prediction with 721,799 reactions and 888 catalyst types from USPTO. Predict which catalyst facilitates the given reaction. Reactant: [OH:1][C:2]1([CH3:37])[C:11]2[C:6](=[N:7][C:8]([C:19]3[CH:24]=[CH:23][C:22]([CH3:25])=[CH:21][CH:20]=3)=[C:9]([C:12]3[CH:17]=[CH:16][C:15]([CH3:18])=[CH:14][CH:13]=3)[N:10]=2)[N:5]([CH2:26][CH2:27][CH2:28][CH2:29][CH2:30][CH2:31][C:32]([O:34]CC)=[O:33])[CH2:4][CH2:3]1.[OH-].[Na+].Cl. Product: [OH:1][C:2]1([CH3:37])[C:11]2[C:6](=[N:7][C:8]([C:19]3[CH:24]=[CH:23][C:22]([CH3:25])=[CH:21][CH:20]=3)=[C:9]([C:12]3[CH:13]=[CH:14][C:15]([CH3:18])=[CH:16][CH:17]=3)[N:10]=2)[N:5]([CH2:26][CH2:27][CH2:28][CH2:29][CH2:30][CH2:31][C:32]([OH:34])=[O:33])[CH2:4][CH2:3]1. The catalyst class is: 14.